Dataset: NCI-60 drug combinations with 297,098 pairs across 59 cell lines. Task: Regression. Given two drug SMILES strings and cell line genomic features, predict the synergy score measuring deviation from expected non-interaction effect. (1) Drug 1: CC1=CC=C(C=C1)C2=CC(=NN2C3=CC=C(C=C3)S(=O)(=O)N)C(F)(F)F. Drug 2: CC1=C(C=C(C=C1)C(=O)NC2=CC(=CC(=C2)C(F)(F)F)N3C=C(N=C3)C)NC4=NC=CC(=N4)C5=CN=CC=C5. Cell line: UO-31. Synergy scores: CSS=-0.447, Synergy_ZIP=0.345, Synergy_Bliss=0.507, Synergy_Loewe=-1.52, Synergy_HSA=-1.32. (2) Drug 1: CN(C)N=NC1=C(NC=N1)C(=O)N. Drug 2: COC1=NC(=NC2=C1N=CN2C3C(C(C(O3)CO)O)O)N. Cell line: SK-OV-3. Synergy scores: CSS=-7.54, Synergy_ZIP=1.16, Synergy_Bliss=-2.58, Synergy_Loewe=-8.25, Synergy_HSA=-6.75. (3) Drug 1: CCC1(CC2CC(C3=C(CCN(C2)C1)C4=CC=CC=C4N3)(C5=C(C=C6C(=C5)C78CCN9C7C(C=CC9)(C(C(C8N6C=O)(C(=O)OC)O)OC(=O)C)CC)OC)C(=O)OC)O.OS(=O)(=O)O. Drug 2: CC1C(C(CC(O1)OC2CC(OC(C2O)C)OC3=CC4=CC5=C(C(=O)C(C(C5)C(C(=O)C(C(C)O)O)OC)OC6CC(C(C(O6)C)O)OC7CC(C(C(O7)C)O)OC8CC(C(C(O8)C)O)(C)O)C(=C4C(=C3C)O)O)O)O. Cell line: IGROV1. Synergy scores: CSS=32.0, Synergy_ZIP=0.523, Synergy_Bliss=-1.51, Synergy_Loewe=-5.53, Synergy_HSA=-3.46. (4) Drug 1: C1=NNC2=C1C(=O)NC=N2. Drug 2: CC1C(C(CC(O1)OC2CC(CC3=C2C(=C4C(=C3O)C(=O)C5=C(C4=O)C(=CC=C5)OC)O)(C(=O)CO)O)N)O.Cl. Cell line: SR. Synergy scores: CSS=48.0, Synergy_ZIP=6.20, Synergy_Bliss=7.43, Synergy_Loewe=-21.6, Synergy_HSA=5.97. (5) Drug 1: C1CN(CCN1C(=O)CCBr)C(=O)CCBr. Drug 2: C1CC(=O)NC(=O)C1N2C(=O)C3=CC=CC=C3C2=O. Cell line: U251. Synergy scores: CSS=47.4, Synergy_ZIP=0.0572, Synergy_Bliss=-1.79, Synergy_Loewe=-9.43, Synergy_HSA=-2.29. (6) Drug 1: CC1CCC2CC(C(=CC=CC=CC(CC(C(=O)C(C(C(=CC(C(=O)CC(OC(=O)C3CCCCN3C(=O)C(=O)C1(O2)O)C(C)CC4CCC(C(C4)OC)OCCO)C)C)O)OC)C)C)C)OC. Drug 2: COCCOC1=C(C=C2C(=C1)C(=NC=N2)NC3=CC=CC(=C3)C#C)OCCOC.Cl. Cell line: NCI/ADR-RES. Synergy scores: CSS=2.04, Synergy_ZIP=-3.67, Synergy_Bliss=-3.60, Synergy_Loewe=-4.25, Synergy_HSA=-2.23.